This data is from Catalyst prediction with 721,799 reactions and 888 catalyst types from USPTO. The task is: Predict which catalyst facilitates the given reaction. (1) Reactant: [NH2:1][C:2]1[S:3][C:4]2[CH:10]=[C:9]([S:11]([CH3:14])(=[O:13])=[O:12])[CH:8]=[CH:7][C:5]=2[N:6]=1.N1C=CC=CC=1.Cl[C:22]([O:24][C:25]1[CH:30]=[CH:29][C:28]([F:31])=[CH:27][CH:26]=1)=[O:23]. Product: [F:31][C:28]1[CH:29]=[CH:30][C:25]([O:24][C:22](=[O:23])[NH:1][C:2]2[S:3][C:4]3[CH:10]=[C:9]([S:11]([CH3:14])(=[O:13])=[O:12])[CH:8]=[CH:7][C:5]=3[N:6]=2)=[CH:26][CH:27]=1. The catalyst class is: 2. (2) Reactant: [CH2:1]([O:3][C:4](=[O:17])[CH:5]([NH2:16])[C:6]1[CH:11]=[CH:10][C:9]([O:12][CH3:13])=[CH:8][C:7]=1[O:14][CH3:15])[CH3:2].[CH:18](=O)[C:19]1[CH:24]=[CH:23][CH:22]=[CH:21][CH:20]=1.S([O-])([O-])(=O)=O.[Mg+2]. Product: [CH2:1]([O:3][C:4](=[O:17])[CH:5]([C:6]1[CH:11]=[CH:10][C:9]([O:12][CH3:13])=[CH:8][C:7]=1[O:14][CH3:15])[N:16]=[CH:18][C:19]1[CH:24]=[CH:23][CH:22]=[CH:21][CH:20]=1)[CH3:2]. The catalyst class is: 4. (3) Reactant: C([Si]([O:8][CH2:9][C:10]1[CH:15]=[CH:14][C:13]([CH3:16])=[C:12]([F:17])[C:11]=1[F:18])(C)C)(C)(C)C.[F-].C([N+](CCCC)(CCCC)CCCC)CCC.O.Cl. Product: [F:18][C:11]1[C:12]([F:17])=[C:13]([CH3:16])[CH:14]=[CH:15][C:10]=1[CH2:9][OH:8]. The catalyst class is: 1. (4) Reactant: C(N(CC)C(C)C)(C)C.CN(C(ON1N=NC2C=CC=NC1=2)=[N+](C)C)C.F[P-](F)(F)(F)(F)F.[C:34]([O:38][C:39](=[O:47])[C:40]1[CH:45]=[CH:44][C:43]([NH2:46])=[CH:42][CH:41]=1)([CH3:37])([CH3:36])[CH3:35].[Br:48][C:49]1[C:50]([C:55](O)=[O:56])=[N:51][CH:52]=[CH:53][CH:54]=1. Product: [Br:48][C:49]1[C:50]([C:55]([NH:46][C:43]2[CH:42]=[CH:41][C:40]([C:39]([O:38][C:34]([CH3:37])([CH3:35])[CH3:36])=[O:47])=[CH:45][CH:44]=2)=[O:56])=[N:51][CH:52]=[CH:53][CH:54]=1. The catalyst class is: 39. (5) Reactant: [Cl:1][C:2]1[C:3]([F:12])=[C:4]([C:8]([F:11])=[CH:9][CH:10]=1)[C:5](O)=[O:6].P(Cl)(Cl)(Cl)(Cl)Cl.[N-:19]=[N+:20]=[N-:21].[Na+]. Product: [Cl:1][C:2]1[C:3]([F:12])=[C:4]([C:8]([F:11])=[CH:9][CH:10]=1)[C:5]([N:19]=[N+:20]=[N-:21])=[O:6]. The catalyst class is: 280. (6) Reactant: C[O:2][C:3]([C:5]1[CH:6]=[CH:7][C:8]2[O:12][CH2:11][C:10]([CH2:14][C:15]3[CH:20]=[CH:19][CH:18]=[CH:17][CH:16]=3)([CH3:13])[C:9]=2[CH:21]=1)=[O:4].[OH-].[Na+].C(O)C.Cl. Product: [CH2:14]([C:10]1([CH3:13])[C:9]2[CH:21]=[C:5]([C:3]([OH:4])=[O:2])[CH:6]=[CH:7][C:8]=2[O:12][CH2:11]1)[C:15]1[CH:20]=[CH:19][CH:18]=[CH:17][CH:16]=1. The catalyst class is: 30. (7) Reactant: [CH3:1][C:2]([C:4]1[CH:9]=[CH:8][C:7]([Br:10])=[CH:6][CH:5]=1)=O.[C:11](=[O:14])([O-])[O-].[NH4+:15].[NH4+:16].[C-]#N.[K+].Cl.[CH2:21]([OH:23])C. Product: [Br:10][C:7]1[CH:8]=[CH:9][C:4]([C:2]2([CH3:1])[NH:16][C:21](=[O:23])[NH:15][C:11]2=[O:14])=[CH:5][CH:6]=1. The catalyst class is: 6. (8) Reactant: [C:1]([NH:8][C@@H:9]([C:13]([OH:15])=O)[CH:10]([CH3:12])[CH3:11])([O:3][C:4]([CH3:7])([CH3:6])[CH3:5])=[O:2].N1C=CC=CC=1.N1C(F)=NC(F)=NC=1[F:24]. Product: [C:4]([O:3][C:1](=[O:2])[NH:8][C@@H:9]([C:13]([F:24])=[O:15])[CH:10]([CH3:12])[CH3:11])([CH3:7])([CH3:6])[CH3:5]. The catalyst class is: 2. (9) Reactant: N1C=CC=CC=1.[CH3:7][O:8][C:9]1[C:18]2[CH2:17][C@@H:16]([NH:19][C:20](=[O:25])[C:21]([F:24])([F:23])[F:22])[CH2:15][CH2:14][C:13]=2[C:12]([S:26](Cl)(=[O:28])=[O:27])=[CH:11][CH:10]=1.[Cl:30][C:31]1[CH:32]=[C:33]([CH:35]=[CH:36][C:37]=1[F:38])[NH2:34]. Product: [Cl:30][C:31]1[CH:32]=[C:33]([NH:34][S:26]([C:12]2[CH:11]=[CH:10][C:9]([O:8][CH3:7])=[C:18]3[C:13]=2[CH2:14][CH2:15][C@H:16]([NH:19][C:20](=[O:25])[C:21]([F:24])([F:23])[F:22])[CH2:17]3)(=[O:28])=[O:27])[CH:35]=[CH:36][C:37]=1[F:38]. The catalyst class is: 4.